Dataset: Reaction yield outcomes from USPTO patents with 853,638 reactions. Task: Predict the reaction yield, written as a fraction of the theoretical maximum amount of product (1.0 means a 100% yield; for example, 0.34 means a 34% yield). (1) The catalyst is [Pd]. The yield is 0.900. The reactants are [N+:1]([C:4]1[CH:5]=[C:6]([CH:14]=[CH:15][C:16]=1[N+:17]([O-])=O)[CH2:7][N:8]1[CH2:13][CH2:12][O:11][CH2:10][CH2:9]1)([O-])=O.[H][H]. The product is [N:8]1([CH2:7][C:6]2[CH:5]=[C:4]([NH2:1])[C:16]([NH2:17])=[CH:15][CH:14]=2)[CH2:13][CH2:12][O:11][CH2:10][CH2:9]1. (2) The reactants are Cl[C:2]1[CH:7]=[C:6]([N:8]2[CH:12]=[CH:11][CH:10]=[N:9]2)[N:5]=[CH:4][N:3]=1.[NH3:13]. The catalyst is C(O)(C)C. The product is [N:8]1([C:6]2[N:5]=[CH:4][N:3]=[C:2]([NH2:13])[CH:7]=2)[CH:12]=[CH:11][CH:10]=[N:9]1. The yield is 0.980. (3) No catalyst specified. The yield is 0.720. The product is [C:1]([S:5]([C:8]1[CH:9]=[C:10]2[C:15](=[CH:16][CH:17]=1)[N:14]=[CH:13][C:12]([I:18])=[C:11]2[Cl:22])(=[O:7])=[O:6])([CH3:4])([CH3:3])[CH3:2]. The reactants are [C:1]([S:5]([C:8]1[CH:9]=[C:10]2[C:15](=[CH:16][CH:17]=1)[NH:14][CH:13]=[C:12]([I:18])[C:11]2=O)(=[O:7])=[O:6])([CH3:4])([CH3:3])[CH3:2].O=P(Cl)(Cl)[Cl:22]. (4) The reactants are [F:1][C:2]1[CH:7]=[CH:6][CH:5]=[C:4]([F:8])[C:3]=1[N:9]1[C:14]2[N:15]=[C:16]([NH:28][CH2:29][CH2:30][N:31]([CH3:33])[CH3:32])[N:17]=[C:18]([C:19]3[CH:20]=[C:21]([CH:25]=[CH:26][CH:27]=3)C(O)=O)[C:13]=2[CH2:12][NH:11][C:10]1=[O:34].[NH2:35][C:36]1[CH:41]=[CH:40][CH:39]=[CH:38][CH:37]=1.[CH3:42]N(C(ON1N=NC2C=CC=NC1=2)=[N+](C)C)C.F[P-](F)(F)(F)(F)F.C(N(C(C)C)CC)(C)C.[OH2:75]. The catalyst is C(Cl)Cl. The product is [F:1][C:2]1[CH:7]=[CH:6][CH:5]=[C:4]([F:8])[C:3]=1[N:9]1[C:14]2[N:15]=[C:16]([NH:28][CH2:29][CH2:30][N:31]([CH3:32])[CH3:33])[N:17]=[C:18]([C:19]3[CH:20]=[CH:21][CH:25]=[CH:26][C:27]=3[C:42]([NH:35][C:36]3[CH:41]=[CH:40][CH:39]=[CH:38][CH:37]=3)=[O:75])[C:13]=2[CH2:12][NH:11][C:10]1=[O:34]. The yield is 0.560. (5) The reactants are Cl[C:2]1[N:7]=[C:6]([Cl:8])[N:5]=[C:4]([NH:9][C@H:10]([C:12]2[CH:17]=[CH:16][CH:15]=[CH:14][CH:13]=2)[CH3:11])[N:3]=1.[NH4+:18].[OH-]. The catalyst is C1COCC1. The product is [Cl:8][C:6]1([NH2:18])[N:7]=[CH:2][N:3]=[C:4]([NH:9][C@H:10]([C:12]2[CH:17]=[CH:16][CH:15]=[CH:14][CH:13]=2)[CH3:11])[NH:5]1. The yield is 0.900. (6) The reactants are [CH:1]([C@@H:4]1[C:9]2=[CH:10][C:11]3[CH:12]=[CH:13][C:14]([S:17]([CH3:20])(=[O:19])=[O:18])=[CH:15][C:16]=3[N:8]2[CH2:7][CH2:6][N:5]1[C:21]1[N:26]=[C:25]([C:27]([F:30])([F:29])[F:28])[C:24]([C:31](=[O:33])[CH3:32])=[CH:23][N:22]=1)([CH3:3])[CH3:2].[CH3:34][Mg]Cl. The product is [CH:1]([C@@H:4]1[C:9]2=[CH:10][C:11]3[CH:12]=[CH:13][C:14]([S:17]([CH3:20])(=[O:19])=[O:18])=[CH:15][C:16]=3[N:8]2[CH2:7][CH2:6][N:5]1[C:21]1[N:26]=[C:25]([C:27]([F:28])([F:29])[F:30])[C:24]([C:31]([OH:33])([CH3:34])[CH3:32])=[CH:23][N:22]=1)([CH3:3])[CH3:2]. The yield is 0.247. The catalyst is C1COCC1. (7) The reactants are C([O-])(=O)C.[K+].CC1(C)OCB([B:13]2[O:18][CH2:17][C:16]([CH3:20])([CH3:19])[CH2:15][O:14]2)CO1.Br[C:23]1[CH:24]=[C:25]([NH2:42])[C:26]([N:29]([CH:36]2[CH2:41][CH2:40][CH2:39][CH2:38][CH2:37]2)[CH2:30][CH2:31][C:32]([F:35])([F:34])[F:33])=[CH:27][CH:28]=1. The catalyst is CS(C)=O.C(Cl)Cl.C1C=CC(P(C2C=CC=CC=2)[C-]2C=CC=C2)=CC=1.C1C=CC(P(C2C=CC=CC=2)[C-]2C=CC=C2)=CC=1.Cl[Pd]Cl.[Fe+2]. The product is [CH:36]1([N:29]([CH2:30][CH2:31][C:32]([F:33])([F:34])[F:35])[C:26]2[C:25]([NH2:42])=[CH:24][C:23]([B:13]3[O:14][CH2:15][C:16]([CH3:19])([CH3:20])[CH2:17][O:18]3)=[CH:28][CH:27]=2)[CH2:37][CH2:38][CH2:39][CH2:40][CH2:41]1. The yield is 0.800.